From a dataset of Forward reaction prediction with 1.9M reactions from USPTO patents (1976-2016). Predict the product of the given reaction. (1) Given the reactants [I:1][C:2]1[C:10]2[C:5](=[N:6][CH:7]=[C:8]([S:11][C:12]3[CH:17]=[CH:16][CH:15]=[CH:14][CH:13]=3)[CH:9]=2)[NH:4][CH:3]=1.[C:18]1([S:24](Cl)(=[O:26])=[O:25])[CH:23]=[CH:22][CH:21]=[CH:20][CH:19]=1.[OH-].[Na+], predict the reaction product. The product is: [C:18]1([S:24]([N:4]2[C:5]3=[N:6][CH:7]=[C:8]([S:11][C:12]4[CH:17]=[CH:16][CH:15]=[CH:14][CH:13]=4)[CH:9]=[C:10]3[C:2]([I:1])=[CH:3]2)(=[O:26])=[O:25])[CH:23]=[CH:22][CH:21]=[CH:20][CH:19]=1. (2) Given the reactants C(O)(C(F)(F)F)=O.[N:8]1([C:13]2[CH:18]=[CH:17][CH:16]=[CH:15][C:14]=2[OH:19])[CH:12]=[CH:11][CH:10]=[CH:9]1.[F:20][C:21]([F:34])([F:33])[C:22]([N:24]1[C@H:29]2[CH2:30][CH2:31][C@@H:25]1[CH2:26][C:27](=O)[CH2:28]2)=[O:23], predict the reaction product. The product is: [F:34][C:21]([F:20])([F:33])[C:22]([N:24]1[CH:29]2[CH2:30][CH2:31][CH:25]1[CH2:26][C:27]1([O:19][C:14]3[CH:15]=[CH:16][CH:17]=[CH:18][C:13]=3[N:8]3[CH:9]=[CH:10][CH:11]=[C:12]13)[CH2:28]2)=[O:23]. (3) Given the reactants [F:1][C:2]1[CH:22]=[CH:21][C:5]([CH2:6][NH:7][C:8]2[N:9]=[CH:10][CH:11]=[C:12]3[CH:16]=[C:15]([CH3:17])[N:14]([CH2:18][CH2:19][CH3:20])[C:13]=23)=[C:4]([CH3:23])[CH:3]=1.[Br:24]Br, predict the reaction product. The product is: [Br:24][C:16]1[C:12]2[C:13](=[C:8]([NH:7][CH2:6][C:5]3[CH:21]=[CH:22][C:2]([F:1])=[CH:3][C:4]=3[CH3:23])[N:9]=[CH:10][CH:11]=2)[N:14]([CH2:18][CH2:19][CH3:20])[C:15]=1[CH3:17].